From a dataset of Forward reaction prediction with 1.9M reactions from USPTO patents (1976-2016). Predict the product of the given reaction. (1) Given the reactants C(OC(=O)[NH:7][CH:8]1[CH2:13][CH:12]2[CH2:14][CH2:15][CH:9]1[CH2:10][C:11]2=[O:16])(C)(C)C.[C:18]([OH:24])([C:20]([F:23])([F:22])[F:21])=[O:19], predict the reaction product. The product is: [F:21][C:20]([F:23])([F:22])[C:18]([OH:24])=[O:19].[NH2:7][CH:8]1[CH2:13][CH:12]2[CH2:14][CH2:15][CH:9]1[CH2:10][C:11]2=[O:16]. (2) Given the reactants [F:1][C:2]1[C:3]([C:8]2[CH:9]=[CH:10][C:11]3[N:12]([C:14]([NH:17][C:18]4[CH:19]=[N:20][CH:21]=[CH:22][C:23]=4[N:24]4[CH2:29][CH2:28][CH2:27][C@H:26]([NH:30]C(=O)OC(C)(C)C)[CH2:25]4)=[N:15][N:16]=3)[N:13]=2)=[N:4][CH:5]=[CH:6][CH:7]=1.[C:38]([OH:44])([C:40]([F:43])([F:42])[F:41])=[O:39], predict the reaction product. The product is: [F:41][C:40]([F:43])([F:42])[C:38]([OH:44])=[O:39].[F:41][C:40]([F:43])([F:42])[C:38]([OH:44])=[O:39].[NH2:30][C@H:26]1[CH2:27][CH2:28][CH2:29][N:24]([C:23]2[CH:22]=[CH:21][N:20]=[CH:19][C:18]=2[NH:17][C:14]2[N:12]3[N:13]=[C:8]([C:3]4[C:2]([F:1])=[CH:7][CH:6]=[CH:5][N:4]=4)[CH:9]=[CH:10][C:11]3=[N:16][N:15]=2)[CH2:25]1. (3) Given the reactants [CH3:1][C:2]1([C:7]2[N:8]=[C:9]([CH2:12][N:13]3[CH:17]=[CH:16][C:15]([NH2:18])=[N:14]3)[S:10][CH:11]=2)[O:6]CCO1.[CH3:19][C:20]1[O:21][C:22]([C:28]2[CH:33]=[CH:32][CH:31]=[CH:30][CH:29]=2)=[C:23]([C:25](O)=[O:26])[N:24]=1, predict the reaction product. The product is: [C:2]([C:7]1[N:8]=[C:9]([CH2:12][N:13]2[CH:17]=[CH:16][C:15]([NH:18][C:25]([C:23]3[N:24]=[C:20]([CH3:19])[O:21][C:22]=3[C:28]3[CH:29]=[CH:30][CH:31]=[CH:32][CH:33]=3)=[O:26])=[N:14]2)[S:10][CH:11]=1)(=[O:6])[CH3:1]. (4) Given the reactants [CH3:1][C:2](=[CH2:4])[CH3:3].[CH3:5][C:6]([CH2:8][C:9]([CH3:12])([CH3:11])[CH3:10])=[CH2:7].CC(C)=CC(CC(C)(C)C)(C)C.CC(CCC(CCC(CC=C(C)C)C)C)C.[H][H], predict the reaction product. The product is: [CH3:10][C:9]([CH3:12])([CH2:8][CH:6]([CH3:5])[CH2:7][C:2]([CH3:4])([CH3:3])[CH3:1])[CH3:11]. (5) Given the reactants [C:1]([O:5][C:6](=[O:17])[C@@H:7]([NH:9][C:10]1[CH:15]=[CH:14][CH:13]=[CH:12][C:11]=1[NH2:16])[CH3:8])([CH3:4])([CH3:3])[CH3:2].C1N=CN([C:23](N2C=NC=C2)=[O:24])C=1, predict the reaction product. The product is: [C:1]([O:5][C:6](=[O:17])[C@@H:7]([N:9]1[C:10]2[CH:15]=[CH:14][CH:13]=[CH:12][C:11]=2[NH:16][C:23]1=[O:24])[CH3:8])([CH3:2])([CH3:3])[CH3:4]. (6) Given the reactants [F:1][C@@H:2]1[C@H:6]([CH:7]=[O:8])[CH2:5][N:4]([C:9]([O:11][CH2:12][C:13]2[CH:18]=[CH:17][CH:16]=[CH:15][CH:14]=2)=[O:10])[CH2:3]1.[BH4-].[Na+].Cl, predict the reaction product. The product is: [F:1][C@@H:2]1[C@H:6]([CH2:7][OH:8])[CH2:5][N:4]([C:9]([O:11][CH2:12][C:13]2[CH:18]=[CH:17][CH:16]=[CH:15][CH:14]=2)=[O:10])[CH2:3]1.